Dataset: Experimentally validated miRNA-target interactions with 360,000+ pairs, plus equal number of negative samples. Task: Binary Classification. Given a miRNA mature sequence and a target amino acid sequence, predict their likelihood of interaction. (1) The miRNA is hsa-miR-3132 with sequence UGGGUAGAGAAGGAGCUCAGAGGA. The protein sequence of the target gene is MGALRPTLLPPSLPLLLLLMLGMGCWAREVLVPEGPLYRVAGTAVSISCNVTGYEGPAQQNFEWFLYRPEAPDTALGIVSTKDTQFSYAVFKSRVVAGEVQVQRLQGDAVVLKIARLQAQDAGIYECHTPSTDTRYLGSYSGKVELRVLPDVLQVSAAPPGPRGRQAPTSPPRMTVHEGQELALGCLARTSTQKHTHLAVSFGRSVPEAPVGRSTLQEVVGIRSDLAVEAGAPYAERLAAGELRLGKEGTDRYRMVVGGAQAGDAGTYHCTAAEWIQDPDGSWAQIAEKRAVLAHVDVQT.... Result: 1 (interaction). (2) The miRNA is hsa-miR-335-5p with sequence UCAAGAGCAAUAACGAAAAAUGU. The protein sequence of the target gene is MMMVRRGLLAWISRVVVLLVLLCCAISVLYMLACTPKGDEEQLALPRANSPTGKEGYQAVLQEWEEQHRNYVSSLKRQIAQLKEELQERSEQLRNGQYQASDAAGLGLDRSPPEKTQADLLAFLHSQVDKAEVNAGVKLATEYAAVPFDSFTLQKVYQLETGLTRHPEEKPVRKDKRDELVEAIESALETLNSPAENSPNHRPYTASDFIEGIYRTERDKGTLYELTFKGDHKHEFKRLILFRPFGPIMKVKNEKLNMANTLINVIVPLAKRVDKFRQFMQNFREMCIEQDGRVHLTVVY.... Result: 1 (interaction). (3) The miRNA is hsa-miR-4493 with sequence AGAAGGCCUUUCCAUCUCUGU. The protein sequence of the target gene is MAPEEDAGGEALGGSFWEAGNYRRTVQRVEDGHRLCGDLVSCFQERARIEKAYAQQLADWARKWRGTVEKGPQYGTLEKAWHAFFTAAERLSALHLEVREKLQGQDSERVRAWQRGAFHRPVLGGFRESRAAEDGFRKAQKPWLKRLKEVEASKKSYHAARKDEKTAQTRESHAKADSAVSQEQLRKLQERVERCAKEAEKTKAQYEQTLAELHRYTPRYMEDMEQAFETCQAAERQRLLFFKDMLLTLHQHLDLSSSEKFHELHRDLHQGIEAASDEEDLRWWRSTHGPGMAMNWPQFE.... Result: 0 (no interaction). (4) The miRNA is mmu-miR-3470a with sequence UCACUUUGUAGACCAGGCUGG. The protein sequence of the target gene is MAEAVKPRRAKAKASRTKGKEKKKHEALQTCDAGPLPETCREQESPCPASELKGDDLKSSADPQLHSDVCGWNESEMFDIPLTSLTIGDEGPPVQDTEDLKERGEVTAGDGDDEMELKVDPGDNVIAKGEPCKNFPEVEDHTLIQCGPPESTLQPDFPCTQQAVEGSHAREHPTRKQDEAALGCSKVFQNVSLHSSYEAKEVSQPPRVKKLYPELPAEIAEVPALVAVKPLLRSERLYPELPSQPEVTPFTKEQLKLLEPGSWLENVASYVEEFDNIAHQDRHEFYELLLNYSRCRKQLL.... Result: 1 (interaction). (5) The miRNA is hsa-miR-5690 with sequence UCAGCUACUACCUCUAUUAGG. The protein sequence of the target gene is MATPMHRLIARRKAEANKQHVRCQKCLEFGHWTYECKGKRKYLHRPSRTAELKKALKEKENRLLLQSIGETNIEKKIKKKKRSKSVTSSSTSSSDSSASESSSESETSASSSSEDSDSDESLSSSSSSSSSSACSSSSSSSSSSSSSDSDSSSSSSSSSSSSESSSDDEPQKKKKKKK. Result: 0 (no interaction).